This data is from Catalyst prediction with 721,799 reactions and 888 catalyst types from USPTO. The task is: Predict which catalyst facilitates the given reaction. Product: [CH3:36][C:37]1([CH3:44])[O:42][CH2:41][CH:40]([N:31]2[CH2:30][CH2:29][C:28]3[CH:34]=[CH:35][C:25]([C:22]4[N:21]=[C:20]([C:15]5[CH:16]=[C:17]([C:18]#[N:19])[C:12]([O:11][CH:9]([CH3:8])[CH3:10])=[N:13][CH:14]=5)[O:24][N:23]=4)=[CH:26][C:27]=3[CH2:33][CH2:32]2)[CH2:39][O:38]1. Reactant: FC(F)(F)C(O)=O.[CH3:8][CH:9]([O:11][C:12]1[C:17]([C:18]#[N:19])=[CH:16][C:15]([C:20]2[O:24][N:23]=[C:22]([C:25]3[CH:35]=[CH:34][C:28]4[CH2:29][CH2:30][NH:31][CH2:32][CH2:33][C:27]=4[CH:26]=3)[N:21]=2)=[CH:14][N:13]=1)[CH3:10].[CH3:36][C:37]1([CH3:44])[O:42][CH2:41][C:40](=O)[CH2:39][O:38]1.C(O[BH-](OC(=O)C)OC(=O)C)(=O)C.[Na+].C(=O)([O-])O.[Na+]. The catalyst class is: 2.